This data is from Reaction yield outcomes from USPTO patents with 853,638 reactions. The task is: Predict the reaction yield, written as a fraction of the theoretical maximum amount of product (1.0 means a 100% yield; for example, 0.34 means a 34% yield). (1) The product is [Cl:9][C:10]1[C:11]2[C:18]([Cl:1])=[CH:17][NH:16][C:12]=2[N:13]=[CH:14][N:15]=1. The yield is 0.800. The reactants are [Cl:1]N1C(=O)CCC1=O.[Cl:9][C:10]1[C:11]2[CH:18]=[CH:17][NH:16][C:12]=2[N:13]=[CH:14][N:15]=1. The catalyst is C(Cl)Cl.CO. (2) The reactants are [CH3:1][C@H:2]1[CH2:8][N:7](C(OC(C)(C)C)=O)[CH2:6][C:5]2[S:16][CH:17]=[C:18]([CH:19]([CH3:24])[C:20]([F:23])([F:22])[F:21])[C:4]=2[O:3]1. The catalyst is C(OCC)(=O)C.Cl. The product is [CH3:1][C@H:2]1[CH2:8][NH:7][CH2:6][C:5]2[S:16][CH:17]=[C:18]([CH:19]([CH3:24])[C:20]([F:23])([F:21])[F:22])[C:4]=2[O:3]1. The yield is 0.930. (3) The reactants are [F:1][C:2]1[CH:7]=[C:6]([S:8][CH3:9])[CH:5]=[CH:4][C:3]=1[NH:10][C:11]1[C:12]([C:20]([O:22]CC)=O)=[N:13][N:14]([CH3:19])[C:15](=[O:18])[C:16]=1[CH3:17].C([O:27][CH2:28][CH2:29][O:30][NH2:31])=C. No catalyst specified. The product is [F:1][C:2]1[CH:7]=[C:6]([S:8][CH3:9])[CH:5]=[CH:4][C:3]=1[NH:10][C:11]1[C:12]([C:20]([NH:31][O:30][CH2:29][CH2:28][OH:27])=[O:22])=[N:13][N:14]([CH3:19])[C:15](=[O:18])[C:16]=1[CH3:17]. The yield is 0.780. (4) The reactants are [F:1][C:2]([F:16])([F:15])[C:3]1[CH:4]=[C:5]([N:9]2[CH:13]=[C:12]([NH2:14])[N:11]=[CH:10]2)[CH:6]=[CH:7][CH:8]=1.[N+:17]([C:20]1[CH:28]=[CH:27][C:26]([N:29]2[CH2:34][CH2:33][CH2:32][CH2:31][CH2:30]2)=[CH:25][C:21]=1[C:22](O)=[O:23])([O-:19])=[O:18].CCN=C=NCCCN(C)C.Cl. The catalyst is ClCCl.CN(C)C1C=CN=CC=1. The product is [N+:17]([C:20]1[CH:28]=[CH:27][C:26]([N:29]2[CH2:34][CH2:33][CH2:32][CH2:31][CH2:30]2)=[CH:25][C:21]=1[C:22]([NH:14][C:12]1[N:11]=[CH:10][N:9]([C:5]2[CH:6]=[CH:7][CH:8]=[C:3]([C:2]([F:1])([F:15])[F:16])[CH:4]=2)[CH:13]=1)=[O:23])([O-:19])=[O:18]. The yield is 0.220. (5) The reactants are [SH:1][C:2]1[N:3]([CH3:22])[C:4]([C:7]2[CH:12]=[CH:11][N:10]([CH2:13][O:14][CH2:15][CH2:16][Si:17]([CH3:20])([CH3:19])[CH3:18])[C:9](=[O:21])[CH:8]=2)=[N:5][N:6]=1.[OH-].[Na+].[CH2:25](O)C.IC. The catalyst is O. The product is [CH3:22][N:3]1[C:2]([S:1][CH3:25])=[N:6][N:5]=[C:4]1[C:7]1[CH:12]=[CH:11][N:10]([CH2:13][O:14][CH2:15][CH2:16][Si:17]([CH3:19])([CH3:18])[CH3:20])[C:9](=[O:21])[CH:8]=1. The yield is 0.980.